From a dataset of Forward reaction prediction with 1.9M reactions from USPTO patents (1976-2016). Predict the product of the given reaction. (1) Given the reactants [N+:1]([C:4]1[CH:16]=[CH:15][C:7]([O:8][C:9]([CH3:14])([CH3:13])[C:10]([NH2:12])=[O:11])=[CH:6][CH:5]=1)([O-])=O, predict the reaction product. The product is: [NH2:1][C:4]1[CH:5]=[CH:6][C:7]([O:8][C:9]([CH3:14])([CH3:13])[C:10]([NH2:12])=[O:11])=[CH:15][CH:16]=1. (2) Given the reactants [Cl:1][C:2]1[CH:7]=[CH:6][C:5]([CH:8]2[C:12]3[N:13]([CH:17]([CH3:19])[CH3:18])[C:14]([CH3:16])=[N:15][C:11]=3[C:10](=[O:20])[NH:9]2)=[CH:4][CH:3]=1.Cl[C:22]1[CH:23]=[C:24]([CH3:32])[C:25]2[N:26]([C:28]([CH3:31])=[N:29][N:30]=2)[N:27]=1.CC1(C)C2C(=C(P(C3C=CC=CC=3)C3C=CC=CC=3)C=CC=2)OC2C(P(C3C=CC=CC=3)C3C=CC=CC=3)=CC=CC1=2.C([O-])([O-])=O.[Cs+].[Cs+], predict the reaction product. The product is: [Cl:1][C:2]1[CH:3]=[CH:4][C:5]([CH:8]2[C:12]3[N:13]([CH:17]([CH3:18])[CH3:19])[C:14]([CH3:16])=[N:15][C:11]=3[C:10](=[O:20])[N:9]2[C:22]2[CH:23]=[C:24]([CH3:32])[C:25]3[N:26]([C:28]([CH3:31])=[N:29][N:30]=3)[N:27]=2)=[CH:6][CH:7]=1.